From a dataset of Catalyst prediction with 721,799 reactions and 888 catalyst types from USPTO. Predict which catalyst facilitates the given reaction. (1) The catalyst class is: 6. Reactant: [C:1]1(C)[C:6]([OH:7])=[CH:5][CH:4]=[CH:3][CH:2]=1.[OH-].[K+].[CH2:11](Cl)[CH2:12][CH2:13][CH3:14].S(=O)(=O)(O)O.[CH2:21](O)CCC. Product: [CH3:11][CH:12]([CH2:13][CH3:14])[CH2:21][O:7][C:6]1[CH:1]=[CH:2][CH:3]=[CH:4][CH:5]=1. (2) Reactant: B(Br)(Br)Br.[I:5][C:6]1[CH:11]=[CH:10][C:9]([C:12]2[S:13][C:14]3[CH:20]=[C:19]([O:21]C)[CH:18]=[CH:17][C:15]=3[N:16]=2)=[CH:8][CH:7]=1.C([O-])(O)=O.[Na+]. Product: [I:5][C:6]1[CH:7]=[CH:8][C:9]([C:12]2[S:13][C:14]3[CH:20]=[C:19]([OH:21])[CH:18]=[CH:17][C:15]=3[N:16]=2)=[CH:10][CH:11]=1. The catalyst class is: 2. (3) Product: [CH3:4][O:5][C:6]([C:9]1[CH:18]=[CH:17][C:12]([C:13]([OH:15])=[O:14])=[CH:11][CH:10]=1)([CH3:8])[CH3:7]. Reactant: O.[OH-].[Li+].[CH3:4][O:5][C:6]([C:9]1[CH:18]=[CH:17][C:12]([C:13]([O:15]C)=[O:14])=[CH:11][CH:10]=1)([CH3:8])[CH3:7]. The catalyst class is: 193. (4) Reactant: [N+:1]([C:4]1[CH:5]=[C:6]([N:13]2[CH:17]=[CH:16][CH:15]=[CH:14]2)[CH:7]=[C:8]([N+:10]([O-:12])=[O:11])[CH:9]=1)([O-])=O.O.O.Cl[Sn]Cl. Product: [NH2:1][C:4]1[CH:5]=[C:6]([N:13]2[CH:17]=[CH:16][CH:15]=[CH:14]2)[CH:7]=[C:8]([N+:10]([O-:12])=[O:11])[CH:9]=1. The catalyst class is: 13. (5) Reactant: [Br:1][C:2]1[CH:7]=[CH:6][C:5]([F:8])=[CH:4][C:3]=1[OH:9].[H-].[Na+].I[CH3:13]. Product: [Br:1][C:2]1[CH:7]=[CH:6][C:5]([F:8])=[CH:4][C:3]=1[O:9][CH3:13]. The catalyst class is: 39. (6) Reactant: [N:1]([CH2:4][C:5]1[CH:6]=[N:7][CH:8]=[C:9]2[C:14]=1[N:13]=[CH:12][CH:11]=[CH:10]2)=[N+]=[N-].O.C1C=CC(P(C2C=CC=CC=2)C2C=CC=CC=2)=CC=1. Product: [NH2:1][CH2:4][C:5]1[CH:6]=[N:7][CH:8]=[C:9]2[C:14]=1[N:13]=[CH:12][CH:11]=[CH:10]2. The catalyst class is: 1.